Predict the reaction yield, written as a fraction of the theoretical maximum amount of product (1.0 means a 100% yield; for example, 0.34 means a 34% yield). From a dataset of Reaction yield outcomes from USPTO patents with 853,638 reactions. (1) The reactants are COCCOC[O:7][C:8]1[CH:9]=[C:10]2[C:15](=[CH:16][CH:17]=1)[CH:14]=[C:13]([C:18]([N:20]([CH2:22][C:23]1[CH:24]=[C:25]([C:29]3[CH:34]=[CH:33][C:32]([CH2:35][CH:36]4[S:40][C:39](=[O:41])[NH:38][C:37]4=[O:42])=[CH:31][CH:30]=3)[CH:26]=[CH:27][CH:28]=1)[CH3:21])=[O:19])[CH:12]=[CH:11]2.S(=O)(=O)(O)O.O. The catalyst is O1CCCC1.CO. The product is [OH:7][C:8]1[CH:9]=[C:10]2[C:15](=[CH:16][CH:17]=1)[CH:14]=[C:13]([C:18]([N:20]([CH2:22][C:23]1[CH:24]=[C:25]([C:29]3[CH:34]=[CH:33][C:32]([CH2:35][CH:36]4[S:40][C:39](=[O:41])[NH:38][C:37]4=[O:42])=[CH:31][CH:30]=3)[CH:26]=[CH:27][CH:28]=1)[CH3:21])=[O:19])[CH:12]=[CH:11]2. The yield is 0.990. (2) The reactants are C[Si](C)(C)N[Si](C)(C)C.[Li]CCCC.[CH3:15][C:16]1([CH3:24])[O:21][C:20](=[O:22])[CH:19]=[C:18]([CH3:23])[O:17]1.[F:25][C:26]([F:33])([F:32])[C:27]([O:29]CC)=[O:28].CC(O)=O. The catalyst is C1COCC1. The product is [CH3:15][C:16]1([CH3:24])[O:21][C:20](=[O:22])[CH:19]=[C:18]([CH2:23][C:27]([OH:29])([OH:28])[C:26]([F:33])([F:32])[F:25])[O:17]1. The yield is 0.870.